From a dataset of Catalyst prediction with 721,799 reactions and 888 catalyst types from USPTO. Predict which catalyst facilitates the given reaction. (1) Reactant: [C:1]1([CH:7]([C:30]2[CH:35]=[CH:34][CH:33]=[CH:32][CH:31]=2)[O:8][CH2:9][CH2:10][N:11]2[CH2:16][CH2:15][N:14]([C:17](=O)[CH2:18][CH2:19][C:20]3[CH:25]=[CH:24][C:23]([N+:26]([O-])=O)=[CH:22][CH:21]=3)[CH2:13][CH2:12]2)[CH:6]=[CH:5][CH:4]=[CH:3][CH:2]=1.O.O.[Sn](Cl)Cl.C(=O)([O-])[O-].[Na+].[Na+]. Product: [C:30]1([CH:7]([C:1]2[CH:2]=[CH:3][CH:4]=[CH:5][CH:6]=2)[O:8][CH2:9][CH2:10][N:11]2[CH2:16][CH2:15][N:14]([CH2:17][CH2:18][CH2:19][C:20]3[CH:21]=[CH:22][C:23]([NH2:26])=[CH:24][CH:25]=3)[CH2:13][CH2:12]2)[CH:31]=[CH:32][CH:33]=[CH:34][CH:35]=1. The catalyst class is: 40. (2) Reactant: [C:1]([O:5][C:6](=[O:25])[NH:7][CH2:8][CH2:9][C:10]1[CH:15]=[CH:14][C:13]([O:16][C:17]2[CH:22]=[CH:21][CH:20]=[C:19]([C:23]#[N:24])[N:18]=2)=[CH:12][CH:11]=1)([CH3:4])([CH3:3])[CH3:2].C([O-])([O-])=[O:27].[K+].[K+].OO. Product: [C:1]([O:5][C:6](=[O:25])[NH:7][CH2:8][CH2:9][C:10]1[CH:15]=[CH:14][C:13]([O:16][C:17]2[CH:22]=[CH:21][CH:20]=[C:19]([C:23](=[O:27])[NH2:24])[N:18]=2)=[CH:12][CH:11]=1)([CH3:4])([CH3:2])[CH3:3]. The catalyst class is: 16. (3) Reactant: C(O)C.[N+:4]([C:7]1[CH:8]=[C:9]([C:13]2[S:14][CH:15]=[C:16]([C:18]([NH2:20])=[O:19])[N:17]=2)[CH:10]=[CH:11][CH:12]=1)([O-])=O.[OH-].[K+]. Product: [NH2:4][C:7]1[CH:8]=[C:9]([C:13]2[S:14][CH:15]=[C:16]([C:18]([NH2:20])=[O:19])[N:17]=2)[CH:10]=[CH:11][CH:12]=1. The catalyst class is: 126. (4) Reactant: [C:1]1([CH:7]2[CH2:10][C:9](=[N:11]O)[CH2:8]2)[CH:6]=[CH:5][CH:4]=[CH:3][CH:2]=1.[H-].[Al+3].[Li+].[H-].[H-].[H-].O.[OH-].[Na+]. Product: [C:1]1([CH:7]2[CH2:8][CH:9]([NH2:11])[CH2:10]2)[CH:6]=[CH:5][CH:4]=[CH:3][CH:2]=1. The catalyst class is: 1. (5) Reactant: [C:1](OC(OCC)OCC)(=O)C.[CH3:12][CH:13]([CH3:27])[CH2:14][NH:15][C:16]1[C:25]2[C:20](=[CH:21][CH:22]=[CH:23][N:24]=2)[N:19]=[CH:18][C:17]=1[NH2:26].C(=O)([O-])[O-].[K+].[K+]. Product: [CH3:12][CH:13]([CH3:27])[CH2:14][N:15]1[C:16]2[C:25]3[N:24]=[CH:23][CH:22]=[CH:21][C:20]=3[N:19]=[CH:18][C:17]=2[N:26]=[CH:1]1. The catalyst class is: 11.